From a dataset of Reaction yield outcomes from USPTO patents with 853,638 reactions. Predict the reaction yield, written as a fraction of the theoretical maximum amount of product (1.0 means a 100% yield; for example, 0.34 means a 34% yield). (1) The reactants are [NH2:1][C:2]1[C:3]([C:18]([OH:20])=O)=[N:4][C:5]([C:8]2[CH:13]=[CH:12][C:11]([S:14]([CH3:17])(=[O:16])=[O:15])=[CH:10][CH:9]=2)=[CH:6][N:7]=1.C(OP(C#N)(OCC)=O)C.[NH2:31][C:32]1[CH:37]=[CH:36][CH:35]=[CH:34][CH:33]=1.C(N(CC)CC)C. The catalyst is COCCOC.O. The product is [NH2:1][C:2]1[C:3]([C:18]([NH:31][C:32]2[CH:37]=[CH:36][CH:35]=[CH:34][CH:33]=2)=[O:20])=[N:4][C:5]([C:8]2[CH:9]=[CH:10][C:11]([S:14]([CH3:17])(=[O:15])=[O:16])=[CH:12][CH:13]=2)=[CH:6][N:7]=1. The yield is 0.710. (2) The reactants are Cl[C:2]1[N:10]=[CH:9][C:8]([N+:11]([O-:13])=[O:12])=[CH:7][C:3]=1[C:4]([OH:6])=[O:5].[CH3:14][O-:15].[Na+].[Na]. The catalyst is CO. The product is [CH3:14][O:15][C:2]1[N:10]=[CH:9][C:8]([N+:11]([O-:13])=[O:12])=[CH:7][C:3]=1[C:4]([OH:6])=[O:5]. The yield is 0.730. (3) The reactants are F[C:2]1[N:12]=[CH:11][CH:10]=[CH:9][C:3]=1[C:4]([O:6][CH2:7][CH3:8])=[O:5].C(N(C(C)C)CC)(C)C.[F:22][C@@H:23]1[CH2:27][CH2:26][NH:25][CH2:24]1. The catalyst is CN(C=O)C. The product is [F:22][C@@H:23]1[CH2:27][CH2:26][N:25]([C:2]2[N:12]=[CH:11][CH:10]=[CH:9][C:3]=2[C:4]([O:6][CH2:7][CH3:8])=[O:5])[CH2:24]1. The yield is 0.940. (4) The reactants are [CH3:1][C:2]1[CH:3]=[C:4]([CH:29]=[C:30]([CH3:41])[C:31]=1[N:32]1[CH:36]=[C:35]([C:37]([F:40])([F:39])[F:38])[CH:34]=[N:33]1)[O:5][CH:6]([CH:23]1[CH2:26][C:25]([CH3:28])([CH3:27])[CH2:24]1)[C:7]1[CH:22]=[CH:21][C:10]([C:11]([NH:13][CH2:14][CH2:15][C:16]([O:18]CC)=[O:17])=[O:12])=[CH:9][CH:8]=1.O.O1CCCC1.[OH-].[Na+]. The catalyst is C(Cl)Cl.C1(C)C=CC=CC=1.CO. The product is [CH3:41][C:30]1[CH:29]=[C:4]([CH:3]=[C:2]([CH3:1])[C:31]=1[N:32]1[CH:36]=[C:35]([C:37]([F:40])([F:39])[F:38])[CH:34]=[N:33]1)[O:5][CH:6]([CH:23]1[CH2:26][C:25]([CH3:28])([CH3:27])[CH2:24]1)[C:7]1[CH:8]=[CH:9][C:10]([C:11]([NH:13][CH2:14][CH2:15][C:16]([OH:18])=[O:17])=[O:12])=[CH:21][CH:22]=1. The yield is 1.00. (5) The reactants are C[N:2](C)/[CH:3]=[CH:4]/[C:5]([C:7]1[C:12](=[O:13])[CH:11]=[CH:10][N:9]([C:14]2[CH:19]=[CH:18][CH:17]=[C:16]([C:20]([F:23])([F:22])[F:21])[CH:15]=2)[N:8]=1)=O.[C:25]1([NH:31]N)[CH:30]=[CH:29][CH:28]=[CH:27][CH:26]=1. No catalyst specified. The product is [C:25]1([N:31]2[C:5]([C:7]3[C:12](=[O:13])[CH:11]=[CH:10][N:9]([C:14]4[CH:19]=[CH:18][CH:17]=[C:16]([C:20]([F:23])([F:22])[F:21])[CH:15]=4)[N:8]=3)=[CH:4][CH:3]=[N:2]2)[CH:30]=[CH:29][CH:28]=[CH:27][CH:26]=1. The yield is 0.100.